Dataset: Full USPTO retrosynthesis dataset with 1.9M reactions from patents (1976-2016). Task: Predict the reactants needed to synthesize the given product. (1) The reactants are: [CH2:1]([O:3][C:4]1[CH:9]=[CH:8][C:7]([C:10]2[CH:15]=[CH:14][C:13]([CH:16]=O)=[CH:12][CH:11]=2)=[C:6]([F:18])[C:5]=1[F:19])[CH3:2].C(OP([CH2:28][C:29]([O:31][CH2:32][CH3:33])=[O:30])(OCC)=O)C.C1(C)C=CC=CC=1.[O-]CC.[Na+]. Given the product [CH2:1]([O:3][C:4]1[CH:9]=[CH:8][C:7]([C:10]2[CH:15]=[CH:14][C:13]([CH2:16][CH2:28][C:29]([O:31][CH2:32][CH3:33])=[O:30])=[CH:12][CH:11]=2)=[C:6]([F:18])[C:5]=1[F:19])[CH3:2], predict the reactants needed to synthesize it. (2) Given the product [C:1]([O:5][C:6]([NH:8][C@@H:9]([CH2:20][CH2:21][CH2:22][C@H:23]([O:42][CH2:43][CH2:44][CH3:45])[C@H:24]([C@@H:30]([O:32][CH2:33][C:34]1[CH:39]=[CH:38][C:37]([O:40][CH3:41])=[CH:36][CH:35]=1)[CH3:31])[CH2:25][CH2:26][CH:27]([CH3:29])[CH3:28])[C:10]([O:12][CH2:13][C:14]1[CH:19]=[CH:18][CH:17]=[CH:16][CH:15]=1)=[O:11])=[O:7])([CH3:2])([CH3:3])[CH3:4], predict the reactants needed to synthesize it. The reactants are: [C:1]([O:5][C:6]([NH:8]/[C:9](=[CH:20]\[CH2:21][CH2:22][C@H:23]([O:42][CH2:43][CH2:44][CH3:45])[C@H:24]([C@@H:30]([O:32][CH2:33][C:34]1[CH:39]=[CH:38][C:37]([O:40][CH3:41])=[CH:36][CH:35]=1)[CH3:31])[CH2:25][CH2:26][CH:27]([CH3:29])[CH3:28])/[C:10]([O:12][CH2:13][C:14]1[CH:19]=[CH:18][CH:17]=[CH:16][CH:15]=1)=[O:11])=[O:7])([CH3:4])([CH3:3])[CH3:2]. (3) Given the product [CH3:1][Si:2]([CH3:45])([CH3:44])[CH2:3][CH2:4][O:5][CH2:6][N:7]([CH2:36][O:37][CH2:38][CH2:39][Si:40]([CH3:43])([CH3:42])[CH3:41])[C:8]1[N:13]2[N:14]=[CH:15][C:16]([C:17]3[CH:18]=[N:19][C:20]4[C:25]([CH:26]=3)=[CH:24][C:23]([F:27])=[CH:22][CH:21]=4)=[C:12]2[N:11]=[C:10]([CH2:28][N:29]([C:30]2([CH2:33][OH:34])[CH2:31][CH2:32]2)[C:55](=[O:56])[O:57][C:58]([CH3:61])([CH3:60])[CH3:59])[C:9]=1[Br:35], predict the reactants needed to synthesize it. The reactants are: [CH3:1][Si:2]([CH3:45])([CH3:44])[CH2:3][CH2:4][O:5][CH2:6][N:7]([CH2:36][O:37][CH2:38][CH2:39][Si:40]([CH3:43])([CH3:42])[CH3:41])[C:8]1[N:13]2[N:14]=[CH:15][C:16]([C:17]3[CH:18]=[N:19][C:20]4[C:25]([CH:26]=3)=[CH:24][C:23]([F:27])=[CH:22][CH:21]=4)=[C:12]2[N:11]=[C:10]([CH2:28][NH:29][C:30]2([CH2:33][OH:34])[CH2:32][CH2:31]2)[C:9]=1[Br:35].C(N(CC)C(C)C)(C)C.[C:55](O[C:55]([O:57][C:58]([CH3:61])([CH3:60])[CH3:59])=[O:56])([O:57][C:58]([CH3:61])([CH3:60])[CH3:59])=[O:56]. (4) Given the product [Cl:11][C:5]1[CH:6]=[N:7][CH:8]=[C:9]([Cl:10])[C:4]=1[NH:3][C:28](=[O:29])[C:27]([C:20]1[C:21]2[C:26](=[N:25][CH:24]=[CH:23][CH:22]=2)[N:18]([CH2:17][C:16]2[CH:32]=[CH:33][CH:34]=[C:14]([O:13][CH3:12])[CH:15]=2)[CH:19]=1)=[O:31], predict the reactants needed to synthesize it. The reactants are: [H-].[Na+].[NH2:3][C:4]1[C:9]([Cl:10])=[CH:8][N:7]=[CH:6][C:5]=1[Cl:11].[CH3:12][O:13][C:14]1[CH:15]=[C:16]([CH:32]=[CH:33][CH:34]=1)[CH2:17][N:18]1[C:26]2[C:21](=[CH:22][CH:23]=[CH:24][N:25]=2)[C:20]([C:27](=[O:31])[C:28](Cl)=[O:29])=[CH:19]1. (5) Given the product [C:1]1([S:7][C:8]2[N:16]=[C:15]3[C:11]([NH:12][CH:13]=[N:14]3)=[C:10]([Cl:29])[N:9]=2)[CH:6]=[CH:5][CH:4]=[CH:3][CH:2]=1, predict the reactants needed to synthesize it. The reactants are: [C:1]1([S:7][C:8]2[NH:9][C:10](=O)[C:11]3[NH:12][CH:13]=[N:14][C:15]=3[N:16]=2)[CH:6]=[CH:5][CH:4]=[CH:3][CH:2]=1.CN(C)C1C=CC=CC=1.P(Cl)(Cl)([Cl:29])=O. (6) Given the product [Si:13]([O:20][CH2:21][C@@H:22]([O:24][CH2:25][C@H:26]([O:31][C:32]1[N:37]=[CH:36][N:35]=[C:34]2[N:38]([C:41]3[C:46]([Cl:47])=[CH:45][CH:44]=[CH:43][N:42]=3)[N:39]=[CH:40][C:33]=12)[C:27]([NH:12][C:9]1[CH:8]=[CH:7][C:6]([F:5])=[CH:11][N:10]=1)=[O:28])[CH3:23])([C:16]([CH3:19])([CH3:18])[CH3:17])([CH3:15])[CH3:14], predict the reactants needed to synthesize it. The reactants are: C[Al](C)C.[F:5][C:6]1[CH:7]=[CH:8][C:9]([NH2:12])=[N:10][CH:11]=1.[Si:13]([O:20][CH2:21][C@@H:22]([O:24][CH2:25][C@H:26]([O:31][C:32]1[N:37]=[CH:36][N:35]=[C:34]2[N:38]([C:41]3[C:46]([Cl:47])=[CH:45][CH:44]=[CH:43][N:42]=3)[N:39]=[CH:40][C:33]=12)[C:27](OC)=[O:28])[CH3:23])([C:16]([CH3:19])([CH3:18])[CH3:17])([CH3:15])[CH3:14].C(C(C(C([O-])=O)O)O)([O-])=O.[K+].[Na+]. (7) Given the product [CH2:1]([N:5]1[C:14](=[O:15])[C:13]2[N:12]([CH2:28][CH:27]=[CH2:26])[CH:11]=[N:10][C:9]=2[N:8]([CH2:16][CH2:17][CH2:18][CH3:19])[C:6]1=[O:7])[CH2:2][CH2:3][CH3:4], predict the reactants needed to synthesize it. The reactants are: [CH2:1]([N:5]1[C:14](=[O:15])[C:13]2[NH:12][CH:11]=[N:10][C:9]=2[N:8]([CH2:16][CH2:17][CH2:18][CH3:19])[C:6]1=[O:7])[CH2:2][CH2:3][CH3:4].C([O-])([O-])=O.[K+].[K+].[CH2:26](Br)[CH:27]=[CH2:28]. (8) Given the product [CH3:49][C@@:13]1([OH:48])[C@H:12]([OH:50])[C@@H:11]([CH2:10][OH:9])[O:15][C@H:14]1[N:16]1[CH:24]=[N:23][C:22]2[C:17]1=[N:18][CH:19]=[N:20][C:21]=2[N:1]1[CH2:2][CH:3]=[CH:4][CH2:5][CH2:6]1, predict the reactants needed to synthesize it. The reactants are: [NH:1]1[CH2:6][CH:5]=[CH:4][CH2:3][CH2:2]1.CO[O:9][CH2:10][C@H:11]1[O:15][C@@:14](C(C2C=CC=CC=2)(C2C=CC=CC=2)C2C=CC=CC=2)([N:16]2[CH:24]=[N:23][C:22]3[C:17]2=[N:18][CH:19]=[N:20][C:21]=3S(C)(=O)=O)[C@:13]([CH3:49])([OH:48])[C@@H:12]1[OH:50]. (9) The reactants are: C(OC(=O)[NH:7][CH:8]([CH3:32])[CH2:9][O:10][C:11]1[CH:16]=[CH:15][C:14]([O:17][C:18]2[CH:23]=[CH:22][C:21]([O:24][CH2:25][C:26]3[CH:31]=[CH:30][CH:29]=[CH:28][CH:27]=3)=[CH:20][CH:19]=2)=[CH:13][CH:12]=1)(C)(C)C.FC(F)(F)C(O)=O. Given the product [CH2:25]([O:24][C:21]1[CH:22]=[CH:23][C:18]([O:17][C:14]2[CH:15]=[CH:16][C:11]([O:10][CH2:9][C@@H:8]([NH2:7])[CH3:32])=[CH:12][CH:13]=2)=[CH:19][CH:20]=1)[C:26]1[CH:27]=[CH:28][CH:29]=[CH:30][CH:31]=1, predict the reactants needed to synthesize it.